Dataset: Forward reaction prediction with 1.9M reactions from USPTO patents (1976-2016). Task: Predict the product of the given reaction. (1) Given the reactants C([O:8][C:9]1[CH:14]=[CH:13][CH:12]=[C:11]([CH2:15][CH2:16][CH2:17][CH3:18])[N:10]=1)C1C=CC=CC=1.[H][H], predict the reaction product. The product is: [CH2:15]([C:11]1[N:10]=[C:9]([OH:8])[CH:14]=[CH:13][CH:12]=1)[CH2:16][CH2:17][CH3:18]. (2) The product is: [F:23][C:24]1[CH:29]=[CH:28][C:27]([N:30]2[C:39]([CH2:40][CH2:41][CH2:42][CH2:43][C:44]([O:46][C:47]([CH3:48])([CH3:50])[CH3:49])=[O:45])=[CH:38][C:37]3[C:32](=[CH:33][CH:34]=[C:35]([CH:51]=[O:52])[CH:36]=3)[C:31]2=[O:53])=[CH:26][CH:25]=1. Given the reactants CC(OI1(OC(C)=O)(OC(C)=O)OC(=O)C2C=CC=CC1=2)=O.[F:23][C:24]1[CH:29]=[CH:28][C:27]([N:30]2[C:39]([CH2:40][CH2:41][CH2:42][CH2:43][C:44]([O:46][C:47]([CH3:50])([CH3:49])[CH3:48])=[O:45])=[CH:38][C:37]3[C:32](=[CH:33][CH:34]=[C:35]([CH2:51][OH:52])[CH:36]=3)[C:31]2=[O:53])=[CH:26][CH:25]=1, predict the reaction product. (3) Given the reactants [CH2:1]([NH:5][C:6]1[N:7]([C:15]2[CH:20]=[CH:19][C:18]([Cl:21])=[CH:17][CH:16]=2)[N:8]=[C:9]2[C:14]=1[CH:13]=[CH:12][CH:11]=[CH:10]2)[CH2:2][CH2:3][CH3:4].[CH:22]1([N:28]=[C:29]=[O:30])[CH2:27][CH2:26][CH2:25][CH2:24][CH2:23]1, predict the reaction product. The product is: [CH2:1]([N:5]([C:6]1[N:7]([C:15]2[CH:20]=[CH:19][C:18]([Cl:21])=[CH:17][CH:16]=2)[N:8]=[C:9]2[C:14]=1[CH:13]=[CH:12][CH:11]=[CH:10]2)[C:29]([NH:28][CH:22]1[CH2:27][CH2:26][CH2:25][CH2:24][CH2:23]1)=[O:30])[CH2:2][CH2:3][CH3:4]. (4) Given the reactants [NH2:1][C@H:2]([C:29]([CH3:32])([CH3:31])[CH3:30])[C:3]([N:5]1[CH2:10][CH2:9][CH:8]([N:11]2[CH2:15][C:14]3=[CH:16][N:17]=[C:18]([CH2:19][O:20][Si:21]([C:24]([CH3:27])([CH3:26])[CH3:25])([CH3:23])[CH3:22])[N:13]3[C:12]2=[O:28])[CH2:7][CH2:6]1)=[O:4].[Cl:33][C:34]1[CH:39]=[CH:38][C:37]([N:40]=[C:41]=[O:42])=[CH:36][CH:35]=1, predict the reaction product. The product is: [Si:21]([O:20][CH2:19][C:18]1[N:13]2[C:12](=[O:28])[N:11]([CH:8]3[CH2:9][CH2:10][N:5]([C:3]([C@H:2]([NH:1][C:41]([NH:40][C:37]4[CH:38]=[CH:39][C:34]([Cl:33])=[CH:35][CH:36]=4)=[O:42])[C:29]([CH3:32])([CH3:31])[CH3:30])=[O:4])[CH2:6][CH2:7]3)[CH2:15][C:14]2=[CH:16][N:17]=1)([C:24]([CH3:25])([CH3:26])[CH3:27])([CH3:22])[CH3:23]. (5) Given the reactants C([O:3][C:4]([C:6]1[S:7][C:8]([CH:11]([O:13][C:14]2[CH:19]=[C:18]([CH3:20])[C:17]([C:21]3[CH:26]=[CH:25][C:24]([C:27]([F:30])([F:29])[F:28])=[CH:23][CH:22]=3)=[C:16]([CH3:31])[CH:15]=2)[CH3:12])=[CH:9][CH:10]=1)=[O:5])C.[OH-].[Li+].Cl, predict the reaction product. The product is: [CH3:20][C:18]1[CH:19]=[C:14]([O:13][CH:11]([C:8]2[S:7][C:6]([C:4]([OH:5])=[O:3])=[CH:10][CH:9]=2)[CH3:12])[CH:15]=[C:16]([CH3:31])[C:17]=1[C:21]1[CH:22]=[CH:23][C:24]([C:27]([F:28])([F:29])[F:30])=[CH:25][CH:26]=1. (6) Given the reactants [NH:1]([C:7]([O:9][C:10]([CH3:13])([CH3:12])[CH3:11])=[O:8])[C@H:2]([C:4](O)=O)[CH3:3].[NH2:14][C:15]1[CH:16]=[C:17]([F:22])[CH:18]=[CH:19][C:20]=1[NH2:21].C([O-])([O-])=O.[K+].[K+], predict the reaction product. The product is: [F:22][C:17]1[CH:18]=[CH:19][C:20]2[N:21]=[C:4]([C@@H:2]([NH:1][C:7](=[O:8])[O:9][C:10]([CH3:13])([CH3:12])[CH3:11])[CH3:3])[NH:14][C:15]=2[CH:16]=1. (7) Given the reactants Cl.[CH3:2][C@@:3]([S:44]([CH3:47])(=[O:46])=[O:45])([CH2:14][CH2:15][N:16]1[CH:21]=[CH:20][C:19]([C:22]2[CH:27]=[CH:26][C:25]([O:28][CH2:29][C@H:30]3[CH2:35][CH2:34][C@@H:33]([O:36]C4CCCCO4)[CH2:32][CH2:31]3)=[CH:24][CH:23]=2)=[CH:18][C:17]1=[O:43])[C:4]([NH:6][O:7]C1CCCCO1)=[O:5], predict the reaction product. The product is: [OH:7][NH:6][C:4](=[O:5])[C@:3]([CH3:2])([S:44]([CH3:47])(=[O:46])=[O:45])[CH2:14][CH2:15][N:16]1[CH:21]=[CH:20][C:19]([C:22]2[CH:27]=[CH:26][C:25]([O:28][CH2:29][C@H:30]3[CH2:31][CH2:32][C@@H:33]([OH:36])[CH2:34][CH2:35]3)=[CH:24][CH:23]=2)=[CH:18][C:17]1=[O:43].